Dataset: Reaction yield outcomes from USPTO patents with 853,638 reactions. Task: Predict the reaction yield, written as a fraction of the theoretical maximum amount of product (1.0 means a 100% yield; for example, 0.34 means a 34% yield). (1) The reactants are [CH:1]1([C:4]2[C:13]([I:14])=[CH:12][C:7]([C:8]([O:10]C)=[O:9])=[C:6]([CH2:15][CH3:16])[CH:5]=2)[CH2:3][CH2:2]1.[OH-].[Na+]. The catalyst is CO. The product is [CH:1]1([C:4]2[C:13]([I:14])=[CH:12][C:7]([C:8]([OH:10])=[O:9])=[C:6]([CH2:15][CH3:16])[CH:5]=2)[CH2:2][CH2:3]1. The yield is 0.920. (2) The reactants are Cl[CH2:2][CH2:3][CH2:4][C:5]([C:7]1[CH:12]=[CH:11][CH:10]=[CH:9][CH:8]=1)=[O:6].[N-:13]=[N+:14]=[N-:15].[Na+].C(=O)([O-])O.[Na+]. The catalyst is CN(C)C=O. The product is [N:13]([CH2:2][CH2:3][CH2:4][C:5]([C:7]1[CH:12]=[CH:11][CH:10]=[CH:9][CH:8]=1)=[O:6])=[N+:14]=[N-:15]. The yield is 0.919. (3) The reactants are [C:1]([C:3]1[C:7]([C:8]2[CH:13]=[CH:12][C:11]([Cl:14])=[CH:10][C:9]=2[Cl:15])=[C:6]([C:16]2[NH:17][CH2:18][CH2:19][N:20]=2)[S:5][C:4]=1[C:21]1[CH:26]=[CH:25][N:24]=[C:23]([NH:27][C:28]([CH:30]2[CH2:32][CH2:31]2)=[O:29])[CH:22]=1)#[N:2]. The catalyst is C1(C)C=CC=CC=1.C(Cl)Cl. The product is [C:1]([C:3]1[C:7]([C:8]2[CH:13]=[CH:12][C:11]([Cl:14])=[CH:10][C:9]=2[Cl:15])=[C:6]([C:16]2[NH:20][CH:19]=[CH:18][N:17]=2)[S:5][C:4]=1[C:21]1[CH:26]=[CH:25][N:24]=[C:23]([NH:27][C:28]([CH:30]2[CH2:32][CH2:31]2)=[O:29])[CH:22]=1)#[N:2]. The yield is 0.470. (4) The reactants are [Cl:1][C:2]1[CH:3]=[C:4]2[C:8](=[C:9]([NH:11][CH:12]3[CH2:16][CH2:15][CH2:14][CH2:13]3)[CH:10]=1)[NH:7][C:6]([C:17]1[S:18][CH2:19][C@@H:20]([CH2:22][CH2:23][N:24]3[CH2:29][CH2:28][NH:27][CH2:26][CH2:25]3)[N:21]=1)=[CH:5]2.[C:30](O)(=[O:33])[CH2:31][OH:32].C(Cl)CCl.C1C=CC2N(O)N=NC=2C=1.C(=O)(O)[O-].[Na+]. The catalyst is CN(C)C=O. The product is [Cl:1][C:2]1[CH:3]=[C:4]2[C:8](=[C:9]([NH:11][CH:12]3[CH2:16][CH2:15][CH2:14][CH2:13]3)[CH:10]=1)[NH:7][C:6]([C:17]1[S:18][CH2:19][C@@H:20]([CH2:22][CH2:23][N:24]3[CH2:29][CH2:28][N:27]([C:31](=[O:32])[CH2:30][OH:33])[CH2:26][CH2:25]3)[N:21]=1)=[CH:5]2. The yield is 0.440. (5) The reactants are [CH3:1][O:2][CH2:3][CH2:4][O:5][C:6]1[CH:11]=[CH:10][C:9]([CH2:12][CH2:13][C:14](OCC)=[O:15])=[C:8]([O:19][CH2:20][C:21]2[CH:26]=[CH:25][C:24]([C:27]([F:30])([F:29])[F:28])=[CH:23][CH:22]=2)[CH:7]=1.[H-].[Al+3].[Li+].[H-].[H-].[H-].O.O.O.O.O.O.O.O.O.O.S([O-])([O-])(=O)=O.[Na+].[Na+]. The catalyst is O1CCCC1. The product is [CH3:1][O:2][CH2:3][CH2:4][O:5][C:6]1[CH:11]=[CH:10][C:9]([CH2:12][CH2:13][CH2:14][OH:15])=[C:8]([O:19][CH2:20][C:21]2[CH:22]=[CH:23][C:24]([C:27]([F:28])([F:29])[F:30])=[CH:25][CH:26]=2)[CH:7]=1. The yield is 0.980.